Predict the product of the given reaction. From a dataset of Forward reaction prediction with 1.9M reactions from USPTO patents (1976-2016). (1) Given the reactants Cl[C:2]1[C:3]2[C:4](=[CH:16][N:17](CC3C=CC(OC)=CC=3)[N:18]=2)[N:5]=[C:6]([C:8]2[CH:13]=[CH:12][CH:11]=[C:10]([O:14][CH3:15])[CH:9]=2)[N:7]=1.[CH3:28][N:29]1[CH2:34][CH2:33][N:32]([C:35]2[CH:41]=[CH:40][C:38]([NH2:39])=[CH:37][CH:36]=2)[CH2:31][CH2:30]1.Cl, predict the reaction product. The product is: [CH3:15][O:14][C:10]1[CH:9]=[C:8]([C:6]2[N:7]=[C:2]([NH:39][C:38]3[CH:37]=[CH:36][C:35]([N:32]4[CH2:31][CH2:30][N:29]([CH3:28])[CH2:34][CH2:33]4)=[CH:41][CH:40]=3)[C:3]3[NH:18][N:17]=[CH:16][C:4]=3[N:5]=2)[CH:13]=[CH:12][CH:11]=1. (2) Given the reactants [CH3:1][O:2][C:3]1[CH:26]=[CH:25][C:6]([C:7]([NH:9][C:10]2[C:11]([NH:16][C:17]([CH:19]3[CH2:24][CH2:23][NH:22][CH2:21][CH2:20]3)=[O:18])=[CH:12][CH:13]=[CH:14][CH:15]=2)=[O:8])=[CH:5][CH:4]=1.[O:27]1[CH:31]=[CH:30][C:29]([CH:32]=O)=[CH:28]1, predict the reaction product. The product is: [CH3:1][O:2][C:3]1[CH:4]=[CH:5][C:6]([C:7]([NH:9][C:10]2[C:11]([NH:16][C:17]([CH:19]3[CH2:20][CH2:21][N:22]([CH2:32][C:29]4[CH:30]=[CH:31][O:27][CH:28]=4)[CH2:23][CH2:24]3)=[O:18])=[CH:12][CH:13]=[CH:14][CH:15]=2)=[O:8])=[CH:25][CH:26]=1. (3) Given the reactants F[C:2]1[CH:12]=[CH:11][C:5]([C:6]([O:8]CC)=[O:7])=[CH:4][C:3]=1[N+:13]([O-:15])=[O:14].[NH:16]1[CH2:20][CH2:19][CH2:18][CH2:17]1.[OH-].[Li+].O, predict the reaction product. The product is: [N+:13]([C:3]1[CH:4]=[C:5]([CH:11]=[CH:12][C:2]=1[N:16]1[CH2:20][CH2:19][CH2:18][CH2:17]1)[C:6]([OH:8])=[O:7])([O-:15])=[O:14]. (4) Given the reactants [CH3:1][N:2]([CH2:4][CH2:5][CH:6]([OH:12])[C:7]1[S:8][CH:9]=[CH:10][CH:11]=1)[CH3:3].[OH-].[K+].F[C:16]1[C:25]2[C:20](=[CH:21][CH:22]=[CH:23][CH:24]=2)[CH:19]=[CH:18][CH:17]=1.[C:26]([C@H:29]([C@@H:31]([C:33]([OH:35])=[O:34])[OH:32])[OH:30])([O-:28])=[O:27].[K+], predict the reaction product. The product is: [CH3:1][N:2]([CH2:4][CH2:5][CH:6]([O:12][C:24]1[C:25]2[C:20](=[CH:19][CH:18]=[CH:17][CH:16]=2)[CH:21]=[CH:22][CH:23]=1)[C:7]1[S:8][CH:9]=[CH:10][CH:11]=1)[CH3:3].[C:26]([C@H:29]([C@@H:31]([C:33]([O-:35])=[O:34])[OH:32])[OH:30])([O-:28])=[O:27].